This data is from Forward reaction prediction with 1.9M reactions from USPTO patents (1976-2016). The task is: Predict the product of the given reaction. (1) The product is: [Br:16][CH2:9][CH2:15][CH2:6][CH2:5][CH2:4][CH2:3][CH2:2][CH2:1][OH:8]. Given the reactants [CH2:1]([OH:8])[CH2:2][CH2:3][CH2:4][CH2:5][CH2:6]O.[C:9]1([CH3:15])C=CC=CC=1.[BrH:16], predict the reaction product. (2) Given the reactants [Br:1][C:2]1[CH:11]=[C:10]2[C:5]([CH:6]=[C:7]([C:13](=O)[CH2:14]Br)[C:8](=[O:12])[O:9]2)=[CH:4][CH:3]=1.[NH2:17][C:18]1[C:23]([CH3:24])=[N:22][C:21]([CH3:25])=[CH:20][N:19]=1.C([O-])(O)=O.[Na+], predict the reaction product. The product is: [Br:1][C:2]1[CH:11]=[C:10]2[C:5]([CH:6]=[C:7]([C:13]3[N:17]=[C:18]4[C:23]([CH3:24])=[N:22][C:21]([CH3:25])=[CH:20][N:19]4[CH:14]=3)[C:8](=[O:12])[O:9]2)=[CH:4][CH:3]=1. (3) Given the reactants [C:1]([O:5][C:6]([NH:8][CH2:9][CH2:10][CH2:11][O:12][C:13]1[CH:35]=[CH:34][CH:33]=[CH:32][C:14]=1[CH2:15][NH:16][C:17](=[O:31])[NH:18][C:19]1[S:20][CH:21]=[C:22]([C:24]([NH:26][CH2:27][C:28](O)=[O:29])=[O:25])[N:23]=1)=[O:7])([CH3:4])([CH3:3])[CH3:2].CCN(C(C)C)C(C)C.CN(C(ON1N=NC2C=CC=NC1=2)=[N+](C)C)C.F[P-](F)(F)(F)(F)F.Cl.[NH2:70][CH:71]([C:77]1[CH:82]=[CH:81][CH:80]=[CH:79][CH:78]=1)[CH2:72][C:73]([O:75][CH3:76])=[O:74], predict the reaction product. The product is: [C:1]([O:5][C:6]([NH:8][CH2:9][CH2:10][CH2:11][O:12][C:13]1[CH:35]=[CH:34][CH:33]=[CH:32][C:14]=1[CH2:15][NH:16][C:17](=[O:31])[NH:18][C:19]1[S:20][CH:21]=[C:22]([C:24]([NH:26][CH2:27][C:28]([NH:70][CH:71]([C:77]2[CH:82]=[CH:81][CH:80]=[CH:79][CH:78]=2)[CH2:72][C:73]([O:75][CH3:76])=[O:74])=[O:29])=[O:25])[N:23]=1)=[O:7])([CH3:4])([CH3:2])[CH3:3].